From a dataset of Forward reaction prediction with 1.9M reactions from USPTO patents (1976-2016). Predict the product of the given reaction. (1) Given the reactants [NH2:1][C:2]1[CH:10]=[C:9]2[C:5]([C:6]([C:22]#[N:23])=[C:7]([C:13]3[CH:18]=[CH:17][C:16]([O:19][CH2:20][CH3:21])=[CH:15][CH:14]=3)[N:8]2[CH2:11][CH3:12])=[CH:4][CH:3]=1.Cl[C:25]([O:27][CH2:28][CH3:29])=[O:26], predict the reaction product. The product is: [CH2:28]([O:27][C:25](=[O:26])[NH:1][C:2]1[CH:10]=[C:9]2[C:5]([C:6]([C:22]#[N:23])=[C:7]([C:13]3[CH:18]=[CH:17][C:16]([O:19][CH2:20][CH3:21])=[CH:15][CH:14]=3)[N:8]2[CH2:11][CH3:12])=[CH:4][CH:3]=1)[CH3:29]. (2) Given the reactants C([NH:8][CH2:9][C:10]1([OH:32])[CH2:15][CH2:14][CH2:13][CH2:12][CH:11]1[N:16]1[C:20]([C:21]2[CH:26]=[CH:25][CH:24]=[CH:23][CH:22]=2)=[C:19]([C:27]([O:29][CH2:30][CH3:31])=[O:28])[N:18]=[CH:17]1)C1C=CC=CC=1, predict the reaction product. The product is: [NH2:8][CH2:9][C:10]1([OH:32])[CH2:15][CH2:14][CH2:13][CH2:12][CH:11]1[N:16]1[C:20]([C:21]2[CH:26]=[CH:25][CH:24]=[CH:23][CH:22]=2)=[C:19]([C:27]([O:29][CH2:30][CH3:31])=[O:28])[N:18]=[CH:17]1. (3) The product is: [CH2:1]([O:8][CH2:9][CH:10]1[CH2:16][CH:14]([OH:18])[CH:17]1[OH:24])[C:2]1[CH:7]=[CH:6][CH:5]=[CH:4][CH:3]=1. Given the reactants [CH2:1]([O:8][CH2:9][CH:10]1CC=C1)[C:2]1[CH:7]=[CH:6][CH:5]=[CH:4][CH:3]=1.[C:14]([O:18]C)([CH3:17])([CH3:16])C.CC([OH:24])(C)C.C[N+]1([O-])CCOCC1, predict the reaction product. (4) Given the reactants [F:1][C:2]1[CH:3]=[C:4]([C:10]#[N:11])[C:5]([NH:8][CH3:9])=[N:6][CH:7]=1.C(N(CC)CC)C.Cl.[NH2:20][OH:21], predict the reaction product. The product is: [CH3:9][NH:8][C:5]1[N:6]=[CH:7][C:2]([F:1])=[CH:3][C:4]=1[C:10]([NH:20][OH:21])=[NH:11].